From a dataset of Catalyst prediction with 721,799 reactions and 888 catalyst types from USPTO. Predict which catalyst facilitates the given reaction. (1) Reactant: N1C(Cl)=NC(Cl)=NC=1[Cl:3].CN(C)C=O.[Cl:15][C:16]1[C:17]([F:38])=[C:18]([CH:27]2[CH2:30][N:29]([C:31]([O:33][C:34]([CH3:37])([CH3:36])[CH3:35])=[O:32])[CH2:28]2)[C:19]([O:25][CH3:26])=[C:20]([CH:22](O)[CH3:23])[CH:21]=1.O. Product: [Cl:15][C:16]1[C:17]([F:38])=[C:18]([CH:27]2[CH2:30][N:29]([C:31]([O:33][C:34]([CH3:37])([CH3:36])[CH3:35])=[O:32])[CH2:28]2)[C:19]([O:25][CH3:26])=[C:20]([CH:22]([Cl:3])[CH3:23])[CH:21]=1. The catalyst class is: 4. (2) Reactant: [O:1]1[CH:6]=[CH:5][CH2:4][CH2:3][CH2:2]1.[CH3:7][O:8][C:9]([C:11]1[C:15]([N+:16]([O-:18])=[O:17])=[CH:14][NH:13][N:12]=1)=[O:10].CCOCC. Product: [CH3:7][O:8][C:9]([C:11]1[C:15]([N+:16]([O-:18])=[O:17])=[CH:14][N:13]([CH:6]2[CH2:5][CH2:4][CH2:3][CH2:2][O:1]2)[N:12]=1)=[O:10]. The catalyst class is: 22. (3) Reactant: [F:1][C:2]1[CH:3]=[C:4]([CH:10]([C:12]2[C:21]([N+:22]([O-:24])=[O:23])=[C:20]3[C:15]([CH:16]=[CH:17][CH:18]=[N:19]3)=[CH:14][CH:13]=2)[OH:11])[CH:5]=[CH:6][C:7]=1[O:8][CH3:9].C1C=C[NH+]=CC=1.[O-][Cr](Cl)(=O)=O. Product: [F:1][C:2]1[CH:3]=[C:4]([C:10]([C:12]2[C:21]([N+:22]([O-:24])=[O:23])=[C:20]3[C:15]([CH:16]=[CH:17][CH:18]=[N:19]3)=[CH:14][CH:13]=2)=[O:11])[CH:5]=[CH:6][C:7]=1[O:8][CH3:9]. The catalyst class is: 2. (4) Reactant: [Cl:1][C:2]1[CH:7]=[CH:6][C:5]([C@H:8]2[C@H:13]([O:14][CH2:15][C:16]3[CH:21]=[CH:20][CH:19]=[CH:18][CH:17]=3)[C@@H:12]([O:22][CH2:23][C:24]3[CH:29]=[CH:28][CH:27]=[CH:26][CH:25]=3)[C@H:11]([O:30][CH2:31][C:32]3[CH:37]=[CH:36][CH:35]=[CH:34][CH:33]=3)[C@@H:10]([CH2:38][O:39][CH2:40][C:41]3[CH:46]=[CH:45][CH:44]=[CH:43][CH:42]=3)[O:9]2)=[CH:4][C:3]=1[CH2:47][C:48](O)=[O:49].C(N1C=CN=C1)(N1C=CN=C1)=O.[N+:63]([CH3:66])([O-:65])=[O:64].[H-].[Na+]. Product: [Cl:1][C:2]1[CH:7]=[CH:6][C:5]([C@H:8]2[C@H:13]([O:14][CH2:15][C:16]3[CH:21]=[CH:20][CH:19]=[CH:18][CH:17]=3)[C@@H:12]([O:22][CH2:23][C:24]3[CH:25]=[CH:26][CH:27]=[CH:28][CH:29]=3)[C@H:11]([O:30][CH2:31][C:32]3[CH:33]=[CH:34][CH:35]=[CH:36][CH:37]=3)[C@@H:10]([CH2:38][O:39][CH2:40][C:41]3[CH:46]=[CH:45][CH:44]=[CH:43][CH:42]=3)[O:9]2)=[CH:4][C:3]=1[CH2:47][C:48](=[O:49])[CH2:66][N+:63]([O-:65])=[O:64]. The catalyst class is: 1. (5) Reactant: Cl[C:2]1[C:7]([NH2:8])=[C:6]([Cl:9])[N:5]=[CH:4][N:3]=1.[CH:10]1([NH2:13])[CH2:12][CH2:11]1. Product: [Cl:9][C:6]1[N:5]=[CH:4][N:3]=[C:2]([NH:13][CH:10]2[CH2:12][CH2:11]2)[C:7]=1[NH2:8]. The catalyst class is: 8.